From a dataset of Full USPTO retrosynthesis dataset with 1.9M reactions from patents (1976-2016). Predict the reactants needed to synthesize the given product. (1) Given the product [Cl:12][C:13]([Cl:21])([Cl:20])[CH2:14][O:15][C:16](=[O:19])[CH:17]([Cl:35])[CH2:18][C:2]1[CH:7]=[CH:6][C:5]([CH2:8][CH2:9][CH2:10][OH:11])=[CH:4][CH:3]=1, predict the reactants needed to synthesize it. The reactants are: N[C:2]1[CH:7]=[CH:6][C:5]([CH2:8][CH2:9][CH2:10][OH:11])=[CH:4][CH:3]=1.[Cl:12][C:13]([Cl:21])([Cl:20])[CH2:14][O:15][C:16](=[O:19])[CH:17]=[CH2:18].COC(=O)C([Cl:35])CC1C=CC(CO)=CC=1. (2) Given the product [NH2:1][C:2]1[N:3]([C:16]2[CH:25]=[CH:24][CH:23]=[C:18]([O:19][CH2:20][C:21]3[NH:29][N:28]=[N:27][N:22]=3)[C:17]=2[CH3:26])[N:4]=[C:5]2[C:14]3[CH:13]=[CH:12][CH:11]=[CH:10][C:9]=3[NH:8][C:7](=[O:15])[C:6]=12, predict the reactants needed to synthesize it. The reactants are: [NH2:1][C:2]1[N:3]([C:16]2[C:17]([CH3:26])=[C:18]([CH:23]=[CH:24][CH:25]=2)[O:19][CH2:20][C:21]#[N:22])[N:4]=[C:5]2[C:14]3[CH:13]=[CH:12][CH:11]=[CH:10][C:9]=3[NH:8][C:7](=[O:15])[C:6]=12.[N-:27]=[N+:28]=[N-:29].[Na+].[Cl-].[NH4+].Cl. (3) Given the product [Cl:24][C:21]1[CH:20]=[CH:19][C:18]([C:12]2[C:11]3[CH2:10][CH2:9][NH:8][CH2:17][CH2:16][C:15]=3[N:14]([CH2:29][C:28]3[CH:31]=[CH:32][CH:33]=[CH:34][C:27]=3[C:26]([F:25])([F:35])[F:36])[N:13]=2)=[CH:23][CH:22]=1, predict the reactants needed to synthesize it. The reactants are: C(OC([N:8]1[CH2:17][CH2:16][C:15]2[NH:14][N:13]=[C:12]([C:18]3[CH:23]=[CH:22][C:21]([Cl:24])=[CH:20][CH:19]=3)[C:11]=2[CH2:10][CH2:9]1)=O)(C)(C)C.[F:25][C:26]([F:36])([F:35])[C:27]1[CH:34]=[CH:33][CH:32]=[CH:31][C:28]=1[CH2:29]Br.C(OC(N1CCC2C(=C(C3C=CC(Cl)=CC=3)N(CC3C=CC=CC=3C(F)(F)F)N=2)CC1)=O)(C)(C)C. (4) Given the product [CH3:12][O:13][C:14]1[CH:19]=[CH:18][C:17]([O:20][C:2]2[CH:3]=[CH:4][C:5]([N+:9]([O-:11])=[O:10])=[C:6]([CH3:8])[CH:7]=2)=[CH:16][CH:15]=1, predict the reactants needed to synthesize it. The reactants are: F[C:2]1[CH:3]=[CH:4][C:5]([N+:9]([O-:11])=[O:10])=[C:6]([CH3:8])[CH:7]=1.[CH3:12][O:13][C:14]1[CH:19]=[CH:18][C:17]([OH:20])=[CH:16][CH:15]=1.CC(C)([O-])C.[K+].Cl. (5) Given the product [NH:27]1[C:23]2=[N:24][CH:25]=[N:26][C:21]([C:20]3[C:15]([NH:13][C:7]4[C:6]5[CH:5]=[CH:4][N:3]=[C:2]([Cl:1])[C:11]=5[CH:10]=[CH:9][C:8]=4[CH3:12])=[N:16][CH:17]=[CH:18][CH:19]=3)=[C:22]2[CH:29]=[N:28]1, predict the reactants needed to synthesize it. The reactants are: [Cl:1][C:2]1[C:11]2[CH:10]=[CH:9][C:8]([CH3:12])=[C:7]([NH2:13])[C:6]=2[CH:5]=[CH:4][N:3]=1.F[C:15]1[C:20]([C:21]2[N:26]=[CH:25][N:24]=[C:23]3[NH:27][N:28]=[CH:29][C:22]=23)=[CH:19][CH:18]=[CH:17][N:16]=1.C[Si]([N-][Si](C)(C)C)(C)C.[Li+].CO. (6) Given the product [NH2:21][C:16]1[CH:17]=[N:18][CH:19]=[CH:20][C:15]=1[C@@H:13]1[O:12][C@H:11]([C:24]([CH3:25])([CH3:27])[CH3:26])[C@@H:10]([OH:28])[C@@H:9]([NH:8][C:37](=[O:38])[O:39][C:40]([CH3:41])([CH3:42])[CH3:43])[CH2:14]1.[NH2:21][C:16]1[CH:17]=[N:18][CH:19]=[CH:20][C:15]=1[C@H:13]1[O:12][C@@H:11]([C:24]([CH3:25])([CH3:27])[CH3:26])[C@H:10]([OH:28])[C@H:9]([NH:8][C:37](=[O:38])[O:39][C:40]([CH3:41])([CH3:42])[CH3:43])[CH2:14]1, predict the reactants needed to synthesize it. The reactants are: C([NH:8][C@H:9]1[CH2:14][C@H:13]([C:15]2[CH:20]=[CH:19][N:18]=[CH:17][C:16]=2[N+:21]([O-])=O)[O:12][C@H:11]([C:24]([CH3:27])([CH3:26])[CH3:25])[C@H:10]1[OH:28])C1C=CC=CC=1.[CH3:41][C:40]([O:39][C:37](O[C:37]([O:39][C:40]([CH3:43])([CH3:42])[CH3:41])=[O:38])=[O:38])([CH3:43])[CH3:42]. (7) Given the product [C:8]([C:7]1[CH:10]=[C:3]([CH:4]=[CH:5][C:6]=1[CH:11]1[CH2:15][CH2:14][CH2:13][CH2:12]1)[CH2:2][O:16][C:17]1[CH:25]=[CH:24][C:23]2[N:22]3[CH2:26][CH2:27][CH:28]([CH2:29][C:30]([OH:32])=[O:31])[C:21]3=[CH:20][C:19]=2[CH:18]=1)#[N:9], predict the reactants needed to synthesize it. The reactants are: Cl[CH2:2][C:3]1[CH:4]=[CH:5][C:6]([CH:11]2[CH2:15][CH2:14][CH2:13][CH2:12]2)=[C:7]([CH:10]=1)[C:8]#[N:9].[OH:16][C:17]1[CH:25]=[CH:24][C:23]2[N:22]3[CH2:26][CH2:27][CH:28]([CH2:29][C:30]([O:32]C(C)(C)C)=[O:31])[C:21]3=[CH:20][C:19]=2[CH:18]=1.C([O-])([O-])=O.[K+].[K+].N[C@H](C(O)=O)CS. (8) Given the product [F:4][C:5]1[CH:12]=[CH:11][C:8]([CH:9]([OH:10])[CH3:17])=[CH:7][C:6]=1[O:13][CH3:14], predict the reactants needed to synthesize it. The reactants are: C[Mg]Cl.[F:4][C:5]1[CH:12]=[CH:11][C:8]([CH:9]=[O:10])=[CH:7][C:6]=1[O:13][CH3:14].[Cl-].[NH4+].[C:17](OCC)(=O)C. (9) Given the product [CH3:31][C:30]1[O:35][C:44]([CH3:45])=[CH:26][C:29]=1[CH2:1][NH:2][C:5]([C:7]1[N:16]2[C:10]([CH2:11][N:12]([C:21]([C:23]3[CH:28]=[CH:27][C:26]([C:29]4[CH:34]=[CH:33][CH:32]=[CH:31][C:30]=4[O:35][CH3:36])=[CH:25][CH:24]=3)=[O:22])[C:13]3[CH:20]=[CH:19][CH:18]=[CH:17][C:14]=3[CH2:15]2)=[CH:9][CH:8]=1)=[O:6], predict the reactants needed to synthesize it. The reactants are: [CH3:1][NH2:2].ClC(Cl)(Cl)[C:5]([C:7]1[N:16]2[C:10]([CH2:11][N:12]([C:21]([C:23]3[CH:28]=[CH:27][C:26]([C:29]4[CH:34]=[CH:33][CH:32]=[CH:31][C:30]=4[O:35][CH3:36])=[CH:25][CH:24]=3)=[O:22])[C:13]3[CH:20]=[CH:19][CH:18]=[CH:17][C:14]=3[CH2:15]2)=[CH:9][CH:8]=1)=[O:6].C(N([CH2:44][CH3:45])CC)C.CS(C)=O. (10) Given the product [CH2:6]1[C:7](=[O:8])[N:3]([OH:2])[C:4](=[O:13])[CH:5]1[S:9]([O-:12])(=[O:11])=[O:10].[Na+:18], predict the reactants needed to synthesize it. The reactants are: O.[OH:2][N:3]1[C:7](=[O:8])[CH2:6][CH:5]([S:9]([OH:12])(=[O:11])=[O:10])[C:4]1=[O:13].C(Cl)CCl.[Na+:18].[Cl-].